From a dataset of Catalyst prediction with 721,799 reactions and 888 catalyst types from USPTO. Predict which catalyst facilitates the given reaction. (1) Reactant: [C:1]1([C:16]2[CH:21]=[CH:20][CH:19]=[CH:18][CH:17]=2)[CH:6]=[CH:5][CH:4]=[C:3]([N:7]2[CH:12]=[C:11]([OH:13])[C:10](=[O:14])[CH:9]=[C:8]2[CH3:15])[CH:2]=1.[CH3:22][O:23][C:24]1[CH:29]=[CH:28][C:27]([CH2:30]Cl)=[CH:26][CH:25]=1.C([O-])([O-])=O.[K+].[K+].O. Product: [C:1]1([C:16]2[CH:21]=[CH:20][CH:19]=[CH:18][CH:17]=2)[CH:6]=[CH:5][CH:4]=[C:3]([N:7]2[CH:12]=[C:11]([O:13][CH2:30][C:27]3[CH:28]=[CH:29][C:24]([O:23][CH3:22])=[CH:25][CH:26]=3)[C:10](=[O:14])[CH:9]=[C:8]2[CH3:15])[CH:2]=1. The catalyst class is: 3. (2) Reactant: [OH-].[Na+].[CH2:3]([N:5]1[C:9]2=[N:10][CH:11]=[C:12]([C:22]([O:24]CC)=[O:23])[C:13]([NH:14][CH:15]3[CH2:20][CH2:19][C:18](=[O:21])[CH2:17][CH2:16]3)=[C:8]2[CH:7]=[N:6]1)[CH3:4].Cl. Product: [CH2:3]([N:5]1[C:9]2=[N:10][CH:11]=[C:12]([C:22]([OH:24])=[O:23])[C:13]([NH:14][CH:15]3[CH2:16][CH2:17][C:18](=[O:21])[CH2:19][CH2:20]3)=[C:8]2[CH:7]=[N:6]1)[CH3:4]. The catalyst class is: 97. (3) Reactant: O.O.O.O.O.O.O.O.O.O.[Fe-4:11](C#N)(C#N)(C#N)(C#N)(C#N)[C:12]#[N:13].[Na+].[Na+].[Na+].[Na+].O.O.O.O.O.O.O.O.O.[N+]([O-])([O-])=O.[Fe+2:41].[N+]([O-])([O-])=O. Product: [C-:12]#[N:13].[C-:12]#[N:13].[C-:12]#[N:13].[C-:12]#[N:13].[C-:12]#[N:13].[C-:12]#[N:13].[C-:12]#[N:13].[C-:12]#[N:13].[C-:12]#[N:13].[C-:12]#[N:13].[C-:12]#[N:13].[C-:12]#[N:13].[C-:12]#[N:13].[C-:12]#[N:13].[C-:12]#[N:13].[C-:12]#[N:13].[C-:12]#[N:13].[C-:12]#[N:13].[Fe+2:11].[Fe+2:41].[Fe+2:11].[Fe+3:11].[Fe+3:11].[Fe+3:11].[Fe+3:11]. The catalyst class is: 6. (4) Reactant: [C:1]([NH:8][C:9]1[CH:10]=[C:11]([CH:15]=[CH:16][CH:17]=1)[C:12]([OH:14])=O)([O:3][C:4]([CH3:7])([CH3:6])[CH3:5])=[O:2].CN(C(ON1N=NC2C=CC=NC1=2)=[N+](C)C)C.F[P-](F)(F)(F)(F)F.[CH:42]1([NH2:49])[CH2:48][CH2:47][CH2:46][CH2:45][CH2:44][CH2:43]1.C(N(CC)C(C)C)(C)C. Product: [C:4]([O:3][C:1](=[O:2])[NH:8][C:9]1[CH:17]=[CH:16][CH:15]=[C:11]([C:12](=[O:14])[NH:49][CH:42]2[CH2:48][CH2:47][CH2:46][CH2:45][CH2:44][CH2:43]2)[CH:10]=1)([CH3:5])([CH3:6])[CH3:7]. The catalyst class is: 2.